From a dataset of NCI-60 drug combinations with 297,098 pairs across 59 cell lines. Regression. Given two drug SMILES strings and cell line genomic features, predict the synergy score measuring deviation from expected non-interaction effect. (1) Drug 1: C1CC(C1)(C(=O)O)C(=O)O.[NH2-].[NH2-].[Pt+2]. Drug 2: C1C(C(OC1N2C=NC3=C2NC=NCC3O)CO)O. Cell line: MALME-3M. Synergy scores: CSS=3.97, Synergy_ZIP=-2.48, Synergy_Bliss=0.866, Synergy_Loewe=-2.60, Synergy_HSA=-1.35. (2) Drug 1: CC(CN1CC(=O)NC(=O)C1)N2CC(=O)NC(=O)C2. Drug 2: COC1=NC(=NC2=C1N=CN2C3C(C(C(O3)CO)O)O)N. Cell line: HCT-15. Synergy scores: CSS=37.3, Synergy_ZIP=5.76, Synergy_Bliss=7.94, Synergy_Loewe=-2.63, Synergy_HSA=5.11. (3) Drug 1: CC1C(C(CC(O1)OC2CC(OC(C2O)C)OC3=CC4=CC5=C(C(=O)C(C(C5)C(C(=O)C(C(C)O)O)OC)OC6CC(C(C(O6)C)O)OC7CC(C(C(O7)C)O)OC8CC(C(C(O8)C)O)(C)O)C(=C4C(=C3C)O)O)O)O. Drug 2: CNC(=O)C1=NC=CC(=C1)OC2=CC=C(C=C2)NC(=O)NC3=CC(=C(C=C3)Cl)C(F)(F)F. Cell line: CAKI-1. Synergy scores: CSS=38.4, Synergy_ZIP=5.24, Synergy_Bliss=1.86, Synergy_Loewe=-60.1, Synergy_HSA=-8.75. (4) Drug 1: CN(C)C1=NC(=NC(=N1)N(C)C)N(C)C. Drug 2: CS(=O)(=O)CCNCC1=CC=C(O1)C2=CC3=C(C=C2)N=CN=C3NC4=CC(=C(C=C4)OCC5=CC(=CC=C5)F)Cl. Cell line: OVCAR-8. Synergy scores: CSS=-0.485, Synergy_ZIP=-0.213, Synergy_Bliss=3.59, Synergy_Loewe=-9.06, Synergy_HSA=-1.67. (5) Synergy scores: CSS=48.7, Synergy_ZIP=-1.27, Synergy_Bliss=-0.772, Synergy_Loewe=-3.03, Synergy_HSA=0.477. Drug 2: CC1OCC2C(O1)C(C(C(O2)OC3C4COC(=O)C4C(C5=CC6=C(C=C35)OCO6)C7=CC(=C(C(=C7)OC)O)OC)O)O. Cell line: 786-0. Drug 1: C1CCN(CC1)CCOC2=CC=C(C=C2)C(=O)C3=C(SC4=C3C=CC(=C4)O)C5=CC=C(C=C5)O. (6) Drug 1: CN1C(=O)N2C=NC(=C2N=N1)C(=O)N. Drug 2: CCCCC(=O)OCC(=O)C1(CC(C2=C(C1)C(=C3C(=C2O)C(=O)C4=C(C3=O)C=CC=C4OC)O)OC5CC(C(C(O5)C)O)NC(=O)C(F)(F)F)O. Cell line: NCI-H460. Synergy scores: CSS=58.0, Synergy_ZIP=4.62, Synergy_Bliss=3.61, Synergy_Loewe=-24.2, Synergy_HSA=3.57.